This data is from Full USPTO retrosynthesis dataset with 1.9M reactions from patents (1976-2016). The task is: Predict the reactants needed to synthesize the given product. Given the product [CH3:32][O:31][C:28]1[CH:29]=[C:30]2[C:25](=[CH:26][C:27]=1[O:33][CH3:34])[N:24]=[CH:23][CH:22]=[C:21]2[O:1][C:2]1[C:3]([C:12]([C:14]2[CH:19]=[CH:18][CH:17]=[CH:16][CH:15]=2)=[O:13])=[N:4][C:5]2[C:10]([CH:11]=1)=[CH:9][CH:8]=[CH:7][CH:6]=2, predict the reactants needed to synthesize it. The reactants are: [OH:1][C:2]1[C:3]([C:12]([C:14]2[CH:19]=[CH:18][CH:17]=[CH:16][CH:15]=2)=[O:13])=[N:4][C:5]2[C:10]([CH:11]=1)=[CH:9][CH:8]=[CH:7][CH:6]=2.Cl[C:21]1[C:30]2[C:25](=[CH:26][C:27]([O:33][CH3:34])=[C:28]([O:31][CH3:32])[CH:29]=2)[N:24]=[CH:23][CH:22]=1.